Dataset: Full USPTO retrosynthesis dataset with 1.9M reactions from patents (1976-2016). Task: Predict the reactants needed to synthesize the given product. Given the product [C:19]([O:18][C:16]([NH:15][CH2:14][CH2:13][CH2:12][N:11]1[C:10]2[CH:9]=[CH:8][C:4]([C:5]([OH:7])=[O:6])=[CH:3][C:2]=2[N:1]=[C:23]1[O:24][CH3:25])=[O:17])([CH3:22])([CH3:21])[CH3:20], predict the reactants needed to synthesize it. The reactants are: [NH2:1][C:2]1[CH:3]=[C:4]([CH:8]=[CH:9][C:10]=1[NH:11][CH2:12][CH2:13][CH2:14][NH:15][C:16]([O:18][C:19]([CH3:22])([CH3:21])[CH3:20])=[O:17])[C:5]([OH:7])=[O:6].[CH3:23][O:24][C:25](OC)(OC)OC.